This data is from Reaction yield outcomes from USPTO patents with 853,638 reactions. The task is: Predict the reaction yield, written as a fraction of the theoretical maximum amount of product (1.0 means a 100% yield; for example, 0.34 means a 34% yield). (1) The reactants are [NH:1]1[C:9]2[C:4](=[CH:5][CH:6]=[CH:7][CH:8]=2)[C:3]([C:10]([OH:12])=O)=[N:2]1.C(N1C=CN=C1)(N1C=CN=C1)=O.Cl.[CH3:26][NH:27][O:28][CH3:29]. The catalyst is CN(C=O)C. The product is [CH3:29][O:28][N:27]([CH3:26])[C:10]([C:3]1[C:4]2[C:9](=[CH:8][CH:7]=[CH:6][CH:5]=2)[NH:1][N:2]=1)=[O:12]. The yield is 0.790. (2) The reactants are F[C:2]1[CH:9]=[CH:8][C:5]([CH:6]=[O:7])=[CH:4][CH:3]=1.C([O-])([O-])=O.[K+].[K+].[NH:16]1[CH:20]=[N:19][CH:18]=[N:17]1. The catalyst is CN(C=O)C.O. The product is [N:16]1([C:2]2[CH:9]=[CH:8][C:5]([CH:6]=[O:7])=[CH:4][CH:3]=2)[CH:20]=[N:19][CH:18]=[N:17]1. The yield is 0.650. (3) The reactants are [Br:1][C:2]1[CH:3]=[CH:4][C:5]2[C:11]3[S:12][C:13]([C:15](=[N:24][NH2:25])[NH:16][C:17]4[CH:22]=[CH:21][CH:20]=[CH:19][C:18]=4[Cl:23])=[CH:14][C:10]=3[CH2:9][CH2:8][O:7][C:6]=2[CH:26]=1.C1N=CN([C:32](N2C=NC=C2)=[O:33])C=1. The catalyst is C1COCC1.O. The product is [Br:1][C:2]1[CH:3]=[CH:4][C:5]2[C:11]3[S:12][C:13]([C:15]4[N:16]([C:17]5[CH:22]=[CH:21][CH:20]=[CH:19][C:18]=5[Cl:23])[C:32](=[O:33])[NH:25][N:24]=4)=[CH:14][C:10]=3[CH2:9][CH2:8][O:7][C:6]=2[CH:26]=1. The yield is 0.920. (4) The reactants are [OH:1][CH2:2][C:3]1[N:19]=[CH:18][C:6]2[O:7][CH2:8][CH2:9][N:10]([C:11]([O:13][C:14]([CH3:17])([CH3:16])[CH3:15])=[O:12])[C:5]=2[CH:4]=1. The catalyst is ClCCl.[O-2].[Mn+4].[O-2]. The product is [CH:2]([C:3]1[N:19]=[CH:18][C:6]2[O:7][CH2:8][CH2:9][N:10]([C:11]([O:13][C:14]([CH3:15])([CH3:16])[CH3:17])=[O:12])[C:5]=2[CH:4]=1)=[O:1]. The yield is 0.810. (5) The reactants are [Cl:1][C:2]1[CH:6]=[N:5][N:4]([CH3:7])[C:3]=1[C:8]1[CH:9]=[C:10]([NH2:16])[CH:11]=[CH:12][C:13]=1[O:14][CH3:15].[F:17][C:18]1[CH:23]=[CH:22][CH:21]=[CH:20][C:19]=1[N:24]=[C:25]=[O:26]. No catalyst specified. The product is [Cl:1][C:2]1[CH:6]=[N:5][N:4]([CH3:7])[C:3]=1[C:8]1[CH:9]=[C:10]([NH:16][C:25]([NH:24][C:19]2[CH:20]=[CH:21][CH:22]=[CH:23][C:18]=2[F:17])=[O:26])[CH:11]=[CH:12][C:13]=1[O:14][CH3:15]. The yield is 0.260. (6) The reactants are [Cl:1][C:2]1[CH:19]=[CH:18][C:5]2[C:6]3[C:10]([CH3:11])=[N:9][O:8][C:7]=3[C:12]3([NH:15][C:16](=O)[C:4]=2[CH:3]=1)[CH2:14][CH2:13]3.C(Cl)[Cl:21].P(Cl)(Cl)(Cl)(Cl)Cl. The catalyst is C(Cl)(Cl)Cl. The product is [Cl:21][C:16]1[C:4]2[CH:3]=[C:2]([Cl:1])[CH:19]=[CH:18][C:5]=2[C:6]2[C:10]([CH3:11])=[N:9][O:8][C:7]=2[C:12]2([N:15]=1)[CH2:14][CH2:13]2. The yield is 0.920. (7) The reactants are Cl[C:2]1[S:3][C:4]2[CH:10]=[CH:9][C:8]([C:11]([O:13][CH3:14])=[O:12])=[C:7]([CH3:15])[C:5]=2[N:6]=1.C[O-:17].[K+]. The catalyst is CN1CCCC1=O. The product is [CH3:15][C:7]1[C:5]2[NH:6][C:2](=[O:17])[S:3][C:4]=2[CH:10]=[CH:9][C:8]=1[C:11]([O:13][CH3:14])=[O:12]. The yield is 0.550.